From a dataset of Reaction yield outcomes from USPTO patents with 853,638 reactions. Predict the reaction yield, written as a fraction of the theoretical maximum amount of product (1.0 means a 100% yield; for example, 0.34 means a 34% yield). (1) The reactants are [Cl-].[NH4+].[Br:3][C:4]1[CH:5]=[C:6]([N+:11]([O-])=O)[C:7]([CH3:10])=[N:8][CH:9]=1. The catalyst is C(O)C.O.[Fe]. The product is [Br:3][C:4]1[CH:5]=[C:6]([NH2:11])[C:7]([CH3:10])=[N:8][CH:9]=1. The yield is 0.370. (2) The product is [Cl:8][C:7]1[N:6]=[CH:5][C:4]([OH:9])=[CH:3][C:2]=1[C:17]1[CH:18]=[C:19]2[C:14](=[CH:15][CH:16]=1)[NH:13][N:12]=[C:11]2[CH3:10]. The catalyst is C1C=CC([P]([Pd]([P](C2C=CC=CC=2)(C2C=CC=CC=2)C2C=CC=CC=2)([P](C2C=CC=CC=2)(C2C=CC=CC=2)C2C=CC=CC=2)[P](C2C=CC=CC=2)(C2C=CC=CC=2)C2C=CC=CC=2)(C2C=CC=CC=2)C2C=CC=CC=2)=CC=1.COCCOC. The reactants are Br[C:2]1[CH:3]=[C:4]([OH:9])[CH:5]=[N:6][C:7]=1[Cl:8].[CH3:10][C:11]1[C:19]2[C:14](=[CH:15][CH:16]=[C:17](B3OC(C)(C)C(C)(C)O3)[CH:18]=2)[NH:13][N:12]=1.C([O-])([O-])=O.[Na+].[Na+]. The yield is 0.710. (3) The reactants are [Cl-].O[NH3+:3].[C:4](=[O:7])([O-])[OH:5].[Na+].CS(C)=O.[CH2:13]([C:15]1[N:16]([C:40]2[CH:45]=[CH:44][C:43]([O:46][CH:47]3[CH2:51][CH2:50][CH2:49][C@H:48]3[OH:52])=[CH:42][CH:41]=2)[C:17](=[O:39])[C:18]([CH2:24][C:25]2[CH:30]=[CH:29][C:28]([C:31]3[C:32]([C:37]#[N:38])=[CH:33][CH:34]=[CH:35][CH:36]=3)=[CH:27][CH:26]=2)=[C:19]([CH2:21][CH2:22][CH3:23])[N:20]=1)[CH3:14]. The catalyst is O. The product is [CH2:13]([C:15]1[N:16]([C:40]2[CH:45]=[CH:44][C:43]([O:46][CH:47]3[CH2:51][CH2:50][CH2:49][C@H:48]3[OH:52])=[CH:42][CH:41]=2)[C:17](=[O:39])[C:18]([CH2:24][C:25]2[CH:26]=[CH:27][C:28]([C:31]3[CH:36]=[CH:35][CH:34]=[CH:33][C:32]=3[C:37]3[NH:3][C:4](=[O:7])[O:5][N:38]=3)=[CH:29][CH:30]=2)=[C:19]([CH2:21][CH2:22][CH3:23])[N:20]=1)[CH3:14]. The yield is 0.440. (4) The reactants are Br[C:2]1[CH:7]=[CH:6][C:5](/[CH:8]=[CH:9]/[C:10]2[NH:11][CH:12]=[C:13]([C:15]3[CH:20]=[CH:19][C:18]([Cl:21])=[CH:17][C:16]=3[Cl:22])[N:14]=2)=[CH:4][CH:3]=1.[CH2:23]([O:30][C:31]1[CH:36]=[CH:35][C:34](B(O)O)=[CH:33][CH:32]=1)[C:24]1[CH:29]=[CH:28][CH:27]=[CH:26][CH:25]=1. No catalyst specified. The product is [CH2:23]([O:30][C:31]1[CH:36]=[CH:35][C:34]([C:2]2[CH:7]=[CH:6][C:5](/[CH:8]=[CH:9]/[C:10]3[NH:11][CH:12]=[C:13]([C:15]4[CH:20]=[CH:19][C:18]([Cl:21])=[CH:17][C:16]=4[Cl:22])[N:14]=3)=[CH:4][CH:3]=2)=[CH:33][CH:32]=1)[C:24]1[CH:29]=[CH:28][CH:27]=[CH:26][CH:25]=1. The yield is 0.780. (5) The reactants are [NH2:1][C:2]1[N:7]=[CH:6][N:5]=[C:4]2[N:8]([C@@H:12]3[CH2:17][CH2:16][CH2:15][N:14]([C:18]([O:20][C:21]([CH3:24])([CH3:23])[CH3:22])=[O:19])[CH2:13]3)[N:9]=[C:10](I)[C:3]=12.[F:25][C:26]1[C:47]([F:48])=[CH:46][CH:45]=[CH:44][C:27]=1[O:28][C:29]1[CH:34]=[CH:33][C:32](B2OC(C)(C)C(C)(C)O2)=[CH:31][CH:30]=1.C(=O)([O-])[O-].[Na+].[Na+]. The catalyst is O1CCOCC1.O.C1C=CC([P]([Pd]([P](C2C=CC=CC=2)(C2C=CC=CC=2)C2C=CC=CC=2)([P](C2C=CC=CC=2)(C2C=CC=CC=2)C2C=CC=CC=2)[P](C2C=CC=CC=2)(C2C=CC=CC=2)C2C=CC=CC=2)(C2C=CC=CC=2)C2C=CC=CC=2)=CC=1. The yield is 0.820. The product is [NH2:1][C:2]1[N:7]=[CH:6][N:5]=[C:4]2[N:8]([C@@H:12]3[CH2:17][CH2:16][CH2:15][N:14]([C:18]([O:20][C:21]([CH3:24])([CH3:23])[CH3:22])=[O:19])[CH2:13]3)[N:9]=[C:10]([C:32]3[CH:31]=[CH:30][C:29]([O:28][C:27]4[CH:44]=[CH:45][CH:46]=[C:47]([F:48])[C:26]=4[F:25])=[CH:34][CH:33]=3)[C:3]=12. (6) The reactants are CO[C:3](=[O:24])[C:4]1[CH:9]=[CH:8][CH:7]=[CH:6][C:5]=1[NH:10][C:11](=[O:23])[CH:12]([C:14]1[CH:19]=[CH:18][C:17]([OH:20])=[C:16]([O:21][CH3:22])[CH:15]=1)[CH3:13].[Li+].C[Si]([N-][Si](C)(C)C)(C)C.CCCCCC. The catalyst is CCOC(C)=O. The product is [OH:20][C:17]1[CH:18]=[CH:19][C:14]([C:12]2([CH3:13])[C:3](=[O:24])[C:4]3[C:5](=[CH:6][CH:7]=[CH:8][CH:9]=3)[NH:10][C:11]2=[O:23])=[CH:15][C:16]=1[O:21][CH3:22]. The yield is 0.510. (7) The reactants are N[C:2]([C:7]1[CH:12]=[CH:11][CH:10]=[C:9]([Br:13])[CH:8]=1)([CH3:6])[C:3]([OH:5])=[O:4].O1CCOCC1.[CH3:20][C:21]([O:24][C:25](O[C:25]([O:24][C:21]([CH3:23])([CH3:22])[CH3:20])=[O:26])=[O:26])([CH3:23])[CH3:22]. The catalyst is [OH-].[K+]. The product is [Br:13][C:9]1[CH:8]=[C:7]([C:2]([C:25]([O:24][C:21]([CH3:23])([CH3:22])[CH3:20])=[O:26])([CH3:6])[C:3]([OH:5])=[O:4])[CH:12]=[CH:11][CH:10]=1. The yield is 0.790.